From a dataset of Catalyst prediction with 721,799 reactions and 888 catalyst types from USPTO. Predict which catalyst facilitates the given reaction. (1) Reactant: [CH3:1][C:2]1[CH:10]=[CH:9][C:8]2[N:7]([CH2:11][CH:12]([C:14]3[N:15](C(C4C=CC=CC=4)(C4C=CC=CC=4)C4C=CC=CC=4)[CH:16]=[CH:17][N:18]=3)[OH:13])[C:6]3[CH2:38][CH2:39][N:40]4[CH:44]([C:5]=3[C:4]=2[CH:3]=1)[CH2:43][CH2:42][CH2:41]4. Product: [NH:15]1[CH:16]=[CH:17][N:18]=[C:14]1[CH:12]([OH:13])[CH2:11][N:7]1[C:8]2[CH:9]=[CH:10][C:2]([CH3:1])=[CH:3][C:4]=2[C:5]2[CH:44]3[N:40]([CH2:39][CH2:38][C:6]1=2)[CH2:41][CH2:42][CH2:43]3. The catalyst class is: 240. (2) Reactant: [F:1][C:2]1[CH:7]=[C:6]([CH2:8][C:9]2[CH:10]=[N:11][CH:12]=[C:13]([CH:18]=2)[C:14]([O:16]C)=[O:15])[CH:5]=[CH:4][N:3]=1.O.[OH-].[Li+]. Product: [F:1][C:2]1[CH:7]=[C:6]([CH2:8][C:9]2[CH:10]=[N:11][CH:12]=[C:13]([CH:18]=2)[C:14]([O-:16])=[O:15])[CH:5]=[CH:4][N:3]=1.[NH4+:3]. The catalyst class is: 92.